Binary Classification. Given a miRNA mature sequence and a target amino acid sequence, predict their likelihood of interaction. From a dataset of Experimentally validated miRNA-target interactions with 360,000+ pairs, plus equal number of negative samples. (1) The miRNA is hsa-miR-1539 with sequence UCCUGCGCGUCCCAGAUGCCC. The protein sequence of the target gene is MATYTCITCRVAFRDADMQRAHYKTDWHRYNLRRKVASMAPVTAEGFQERVRAQRAVAEEESKGSATYCTVCSKKFASFNAYENHLKSRRHVELEKKAVQAVNRKVEMMNEKNLEKGLGVDSVDKDAMNAAIQQAIKAQPSMSPKKAPPAPAKEARNVVAVGTGGRGTHDRDPSEKPPRLQWFEQQAKKLAKQQEEDSEEEEEDLDGDDWEDIDSDEELECEDTEAMDDVVEQDAEEEEAEEGPPLGAIPITDCLFCSHHSSSLMKNVAHMTKDHSFFIPDIEYLSDIKGLIKYLGEKVG.... Result: 0 (no interaction). (2) The miRNA is hsa-miR-940 with sequence AAGGCAGGGCCCCCGCUCCCC. The protein sequence of the target gene is MSAEVPEAASAEEQKEMEDKVTSPEKAEEAKLKARYPHLGQKPGGSDFLRKRLQKGQKYFDSGDYNMAKAKMKNKQLPTAAPDKTEVTGDHIPTPQDLPQRKPSLVASKLAG. Result: 1 (interaction). (3) The miRNA is hsa-miR-6510-3p with sequence CACCGACUCUGUCUCCUGCAG. The protein sequence of the target gene is MAERGRLGLPGAPGALNTPVPMNLFATWEVDGSSPSCVPRLCSLTLKKLVVFKELEKELISVVIAVKMQGSKRILRSHEIVLPPSGQVETDLALTFSLQYPHFLKREGNKLQIMLQRRKRYKNRTILGYKTLAAGSISMAEVMQHPSEGGQVLSLCSSIKEAPVKAAEIWIASLSSQPIDHEDSTMQAGPKAKSTDNYSEEEYESFSSEQEASDDAVQGQDLDEDDFDVGKPKKQRRSIVRTTSMTRQQNFKQKVVALLRRFKVSDEVLDSEQDPAEHIPEAEEDLDLLYDTLDMEHPSD.... Result: 0 (no interaction). (4) The miRNA is hsa-miR-6737-5p with sequence UUGGGGUGGUCGGCCCUGGAG. The protein sequence of the target gene is MASGRPEELWEAVVGAAERFQARTGTELVLLTAAPPPPPRPGPCAYAAHGRGALAEAARRCLHDIAQAHRAATATRPPGPPPAPQPPSPAPSPPPRPALAREDEEEDEDEPTETETSGERLGGSDNGGLFMMDEDATLQDLPPFCESDPESTDDGSLSEETPAGPTACPQPPATALPTQQYAKSLPVSVPVWAFKEKRTEARSSDEENGPPSSPDLDRIAASMRALVLREAEDTQVFGDLPRPRLNTSDFQKLKRKY. Result: 0 (no interaction).